From a dataset of Full USPTO retrosynthesis dataset with 1.9M reactions from patents (1976-2016). Predict the reactants needed to synthesize the given product. (1) Given the product [CH2:5]([O:6][C:16]([Cl:18])=[O:2])[CH3:4].[NH3:11].[CH3:10][NH2:11].[C:14]1([NH2:11])[CH:15]=[CH:5][CH:4]=[CH:3][CH:7]=1, predict the reactants needed to synthesize it. The reactants are: [Li+].[OH-:2].[CH2:3]1[CH2:7][O:6][CH2:5][CH2:4]1.O.C[CH2:10][N:11]([CH2:14][CH3:15])CC.[CH2:16]([Cl:18])Cl. (2) The reactants are: [F:1][C:2]1[C:7]([F:8])=[C:6](F)[N:5]=[CH:4][N:3]=1.[CH2:10]([OH:15])[C:11]#[C:12][CH2:13][CH3:14].C(N(CC)CC)C. Given the product [F:1][C:2]1[C:7]([F:8])=[C:6]([O:15][CH2:10][C:11]#[C:12][CH2:13][CH3:14])[N:5]=[CH:4][N:3]=1, predict the reactants needed to synthesize it.